Task: Predict the reactants needed to synthesize the given product.. Dataset: Full USPTO retrosynthesis dataset with 1.9M reactions from patents (1976-2016) (1) Given the product [CH2:1]([CH:3]([C:6]1[C:7]2[N:8]([C:13]([C:17]3[N:21]4[CH:22]=[CH:23][CH:24]=[C:25]([CH:26]([OH:27])[CH3:29])[C:20]4=[N:19][C:18]=3[CH3:28])=[C:14]([CH3:16])[N:15]=2)[N:9]=[C:10]([CH3:12])[CH:11]=1)[CH2:4][CH3:5])[CH3:2], predict the reactants needed to synthesize it. The reactants are: [CH2:1]([CH:3]([C:6]1[C:7]2[N:8]([C:13]([C:17]3[N:21]4[CH:22]=[CH:23][CH:24]=[C:25]([CH:26]=[O:27])[C:20]4=[N:19][C:18]=3[CH3:28])=[C:14]([CH3:16])[N:15]=2)[N:9]=[C:10]([CH3:12])[CH:11]=1)[CH2:4][CH3:5])[CH3:2].[CH3:29][Mg+].[Br-]. (2) Given the product [O:1]1[C:5]2[CH:6]=[CH:7][CH:8]=[CH:9][C:4]=2[CH:3]=[C:2]1[C:10]1[N:14]2[N:15]=[C:16]([NH:21][C@@H:22]3[CH2:27][CH2:26][CH2:25][CH2:24][C@H:23]3[OH:28])[CH:17]=[CH:18][C:13]2=[N:12][CH:11]=1, predict the reactants needed to synthesize it. The reactants are: [O:1]1[C:5]2[CH:6]=[CH:7][CH:8]=[CH:9][C:4]=2[CH:3]=[C:2]1[C:10]1[N:14]2[N:15]=[C:16](Cl)[CH:17]=[CH:18][C:13]2=[N:12][CH:11]=1.Cl.[NH2:21][C@@H:22]1[CH2:27][CH2:26][CH2:25][CH2:24][C@H:23]1[OH:28].C(N(C(C)C)C(C)C)C. (3) Given the product [Cl:8][C:9]1[C:10]([C:28]2[C:36]3[C:31](=[CH:32][CH:33]=[CH:34][CH:35]=3)[N:30]([CH3:37])[CH:29]=2)=[N:11][C:12]([NH:15][C:16]2[CH:21]=[C:20]([N+:22]([O-:24])=[O:23])[C:19]([N:5]([CH2:4][CH2:3][N:2]([CH3:7])[CH3:1])[CH3:6])=[CH:18][C:17]=2[O:26][CH3:27])=[N:13][CH:14]=1, predict the reactants needed to synthesize it. The reactants are: [CH3:1][N:2]([CH3:7])[CH2:3][CH2:4][NH:5][CH3:6].[Cl:8][C:9]1[C:10]([C:28]2[C:36]3[C:31](=[CH:32][CH:33]=[CH:34][CH:35]=3)[N:30]([CH3:37])[CH:29]=2)=[N:11][C:12]([NH:15][C:16]2[CH:21]=[C:20]([N+:22]([O-:24])=[O:23])[C:19](F)=[CH:18][C:17]=2[O:26][CH3:27])=[N:13][CH:14]=1.CCN(C(C)C)C(C)C. (4) Given the product [C:1]([C:3]1[CH:4]=[C:5]2[C:10](=[CH:11][C:12]=1[O:13][C:14]1[CH:15]=[CH:16][C:17]([C:20](=[O:34])[NH:21][C:22]3[CH:23]=[N:24][C:25]4[C:30]([CH:31]=3)=[CH:29][CH:28]=[CH:27][C:26]=4[O:32][CH3:33])=[CH:18][CH:19]=1)[O:9][CH2:8][CH2:7][CH:6]2[C:35]([OH:37])=[O:36])#[N:2], predict the reactants needed to synthesize it. The reactants are: [C:1]([C:3]1[CH:4]=[C:5]2[C:10](=[CH:11][C:12]=1[O:13][C:14]1[CH:19]=[CH:18][C:17]([C:20](=[O:34])[NH:21][C:22]3[CH:23]=[N:24][C:25]4[C:30]([CH:31]=3)=[CH:29][CH:28]=[CH:27][C:26]=4[O:32][CH3:33])=[CH:16][CH:15]=1)[O:9][CH2:8][CH2:7][CH:6]2[C:35]([O:37]C)=[O:36])#[N:2].O[Li].O.